Dataset: Antibody developability classification from SAbDab with 2,409 antibodies. Task: Regression/Classification. Given an antibody's heavy chain and light chain sequences, predict its developability. TAP uses regression for 5 developability metrics; SAbDab uses binary classification. The antibody is ['QVQLVQSGGGLVKPGGSLTLSCSASGFFFDNSWMGWVRQAPGKGLEWVGRIRRLKDGATGEYGAAVKDRFTISRDDSRNMLYLHMRTLKTEDSGTYYCTMDEGTPVTRFLEWGYFYYYMAVWGRGTTVIVSS', 'DIVMTQSPSSVSASVGDRVTITCRASQNIRDYLNWYQHKPGGSPRLLIYAASTLQTGVPSRFSGSGSGNLFTLTITNLQPEDFATYYCQENYNTIPSLSFGQGTKVDIR']. Result: 0 (not developable).